From a dataset of Forward reaction prediction with 1.9M reactions from USPTO patents (1976-2016). Predict the product of the given reaction. The product is: [CH2:1]([O:8][C:9](=[O:30])[NH:10][CH:11]1[C:17](=[O:18])[N:16]([CH3:34])[C:15]2[CH:19]=[CH:20][CH:21]=[CH:22][C:14]=2[C:13]([C:23]2[CH:24]=[CH:25][C:26]([Br:29])=[CH:27][CH:28]=2)=[N:12]1)[C:2]1[CH:7]=[CH:6][CH:5]=[CH:4][CH:3]=1. Given the reactants [CH2:1]([O:8][C:9](=[O:30])[NH:10][CH:11]1[C:17](=[O:18])[NH:16][C:15]2[CH:19]=[CH:20][CH:21]=[CH:22][C:14]=2[C:13]([C:23]2[CH:28]=[CH:27][C:26]([Br:29])=[CH:25][CH:24]=2)=[N:12]1)[C:2]1[CH:7]=[CH:6][CH:5]=[CH:4][CH:3]=1.[H-].[Na+].I[CH3:34], predict the reaction product.